Dataset: Full USPTO retrosynthesis dataset with 1.9M reactions from patents (1976-2016). Task: Predict the reactants needed to synthesize the given product. (1) Given the product [NH2:1][C:2]1[N:7]=[CH:6][N:5]=[C:4]2[N:8]([CH2:15][C:16]3[O:17][C:18]4[C:23]([C:24](=[O:32])[C:25]=3[C:26]3[CH:27]=[CH:28][CH:29]=[CH:30][CH:31]=3)=[CH:22][CH:21]=[CH:20][CH:19]=4)[N:9]=[C:10]([CH2:11][CH2:12][CH2:13][OH:14])[C:3]=12, predict the reactants needed to synthesize it. The reactants are: [NH2:1][C:2]1[N:7]=[CH:6][N:5]=[C:4]2[N:8]([CH2:15][C:16]3[O:17][C:18]4[C:23]([C:24](=[O:32])[C:25]=3[C:26]3[CH:31]=[CH:30][CH:29]=[CH:28][CH:27]=3)=[CH:22][CH:21]=[CH:20][CH:19]=4)[N:9]=[C:10]([C:11]#[C:12][CH2:13][OH:14])[C:3]=12.ClCCl. (2) Given the product [CH3:30][S:31]([OH:34])(=[O:33])=[O:32].[CH:1]1([NH:4][C:5]([C:7]2[C:8]3[CH2:9][CH2:10][C:11]4([NH:20][C:21]=3[C:22]3[N:27]=[C:26]([CH3:28])[N:25]([CH3:29])[C:23]=3[CH:24]=2)[CH2:19][C:18]2[C:13](=[CH:14][CH:15]=[CH:16][CH:17]=2)[CH2:12]4)=[O:6])[CH2:2][CH2:3]1, predict the reactants needed to synthesize it. The reactants are: [CH:1]1([NH:4][C:5]([C:7]2[C:8]3[CH2:9][CH2:10][C:11]4([NH:20][C:21]=3[C:22]3[N:27]=[C:26]([CH3:28])[N:25]([CH3:29])[C:23]=3[CH:24]=2)[CH2:19][C:18]2[C:13](=[CH:14][CH:15]=[CH:16][CH:17]=2)[CH2:12]4)=[O:6])[CH2:3][CH2:2]1.[CH3:30][S:31]([OH:34])(=[O:33])=[O:32]. (3) Given the product [NH2:13][C@H:5]1[CH2:4][C@@H:3]([C:21]2[CH:22]=[CH:23][CH:24]=[CH:25][CH:26]=2)[C@@H:2]([CH3:1])[N:7]([CH2:8][CH:9]([CH3:11])[CH3:10])[C:6]1=[O:12], predict the reactants needed to synthesize it. The reactants are: [CH3:1][C@H:2]1[N:7]([CH2:8][CH:9]([CH3:11])[CH3:10])[C:6](=[O:12])[C@@H:5]([NH:13]C(=O)OC(C)(C)C)[CH2:4][C@H:3]1[C:21]1[CH:26]=[CH:25][CH:24]=[CH:23][CH:22]=1. (4) Given the product [C:1]1([CH2:7][CH2:8]/[CH:9]=[CH:10]/[CH:11]=[CH:12]/[C:13]([OH:15])=[O:14])[CH:6]=[CH:5][CH:4]=[CH:3][CH:2]=1, predict the reactants needed to synthesize it. The reactants are: [C:1]1([CH2:7][CH2:8]/[CH:9]=[CH:10]/[CH:11]=[CH:12]/[C:13]([O:15]CC)=[O:14])[CH:6]=[CH:5][CH:4]=[CH:3][CH:2]=1.[OH-].[Na+].Cl. (5) The reactants are: [C:1]([O:5][C:6]([N:8]1[CH2:13][CH2:12][CH:11]([NH2:14])[CH2:10][CH2:9]1)=[O:7])([CH3:4])([CH3:3])[CH3:2].[C:15]([C:18]1[CH:19]=[C:20]([CH:23]=[CH:24][C:25]=1[CH3:26])[CH:21]=O)(=[O:17])[CH3:16].[BH4-].[Na+].C(O)(=O)C. Given the product [C:1]([O:5][C:6]([N:8]1[CH2:13][CH2:12][CH:11]([NH:14][CH2:21][C:20]2[CH:23]=[CH:24][C:25]([CH3:26])=[C:18]([C:15](=[O:17])[CH3:16])[CH:19]=2)[CH2:10][CH2:9]1)=[O:7])([CH3:4])([CH3:2])[CH3:3], predict the reactants needed to synthesize it. (6) Given the product [CH3:31][C:32]1([CH3:39])[O:36][CH:35]([CH2:37][O:17][C:13]2[CH:12]=[C:11]([C:10]3[C:3]4[C:2]([NH2:1])=[N:7][CH:6]=[N:5][C:4]=4[N:8]([CH:18]4[CH2:21][CH:20]([CH2:22][N:23]5[CH2:24][CH2:25][S:26](=[O:30])(=[O:29])[CH2:27][CH2:28]5)[CH2:19]4)[CH:9]=3)[CH:16]=[CH:15][CH:14]=2)[CH2:34][CH2:33]1, predict the reactants needed to synthesize it. The reactants are: [NH2:1][C:2]1[C:3]2[C:10]([C:11]3[CH:12]=[C:13]([OH:17])[CH:14]=[CH:15][CH:16]=3)=[CH:9][N:8]([C@H:18]3[CH2:21][C@@H:20]([CH2:22][N:23]4[CH2:28][CH2:27][S:26](=[O:30])(=[O:29])[CH2:25][CH2:24]4)[CH2:19]3)[C:4]=2[N:5]=[CH:6][N:7]=1.[CH3:31][C:32]1([CH3:39])[O:36][CH:35]([CH2:37]O)[CH2:34][CH2:33]1. (7) The reactants are: [CH2:1]([O:3][C:4]1[CH:9]=[CH:8][C:7]([C:10]2[C:11]([C:16]([OH:18])=O)=[CH:12][CH:13]=[CH:14][CH:15]=2)=[CH:6][CH:5]=1)[CH3:2].[NH2:19][C:20]1[CH:25]=[CH:24][C:23]([N:26]([CH2:34][CH2:35][C:36]2[CH:41]=[CH:40][CH:39]=[CH:38][N:37]=2)[C:27](=[O:33])[O:28][C:29]([CH3:32])([CH3:31])[CH3:30])=[CH:22][CH:21]=1.C1C=CC2N(O)N=NC=2C=1.CCN=C=NCCCN(C)C. Given the product [C:29]([O:28][C:27]([N:26]([CH2:34][CH2:35][C:36]1[CH:41]=[CH:40][CH:39]=[CH:38][N:37]=1)[C:23]1[CH:24]=[CH:25][C:20]([NH:19][C:16]([C:11]2[CH:12]=[CH:13][CH:14]=[CH:15][C:10]=2[C:7]2[CH:6]=[CH:5][C:4]([O:3][CH2:1][CH3:2])=[CH:9][CH:8]=2)=[O:18])=[CH:21][CH:22]=1)=[O:33])([CH3:32])([CH3:30])[CH3:31], predict the reactants needed to synthesize it. (8) Given the product [ClH:29].[ClH:29].[NH2:5][CH:9]1[CH2:14][CH2:13][N:12]([CH2:15][CH:16]2[C:26]3=[C:27]4[C:22](=[CH:23][CH:24]=[CH:25]3)[CH:21]=[CH:20][C:19](=[O:28])[N:18]4[CH2:17]2)[CH2:11][CH2:10]1, predict the reactants needed to synthesize it. The reactants are: CC([N:5]([CH:9]1[CH2:14][CH2:13][N:12]([CH2:15][CH:16]2[C:26]3=[C:27]4[C:22](=[CH:23][CH:24]=[CH:25]3)[CH:21]=[CH:20][C:19](=[O:28])[N:18]4[CH2:17]2)[CH2:11][CH2:10]1)C(=O)[O-])(C)C.[ClH:29]. (9) Given the product [Cl:1][C:2]1[CH:8]=[CH:7][C:5]([NH:6][C:30](=[O:31])[CH2:29][C:26]2[CH:27]=[CH:28][C:23]([C:18]3[CH:17]=[C:16]([O:15][CH2:13][CH3:14])[C:21](=[O:22])[NH:20][CH:19]=3)=[CH:24][C:25]=2[F:33])=[CH:4][C:3]=1[C:9]([F:10])([F:11])[F:12], predict the reactants needed to synthesize it. The reactants are: [Cl:1][C:2]1[CH:8]=[CH:7][C:5]([NH2:6])=[CH:4][C:3]=1[C:9]([F:12])([F:11])[F:10].[CH2:13]([O:15][C:16]1[C:21](=[O:22])[NH:20][CH:19]=[C:18]([C:23]2[CH:28]=[CH:27][C:26]([CH2:29][C:30](O)=[O:31])=[C:25]([F:33])[CH:24]=2)[CH:17]=1)[CH3:14].C1C=CC2N(O)N=NC=2C=1.C(Cl)CCl.CCN(CC)CC. (10) Given the product [CH3:1][O:2][C:3]1[CH:21]=[C:20]([O:22][CH2:24][C:25]2[N:30]=[C:29]([C:31]3([OH:37])[CH2:36][CH2:35][O:34][CH2:33][CH2:32]3)[CH:28]=[CH:27][CH:26]=2)[C:6]2[CH:7]=[C:8]([C:10]3[N:11]=[C:12]4[N:16]([CH:17]=3)[N:15]=[C:14]([O:18][CH3:19])[S:13]4)[O:9][C:5]=2[CH:4]=1, predict the reactants needed to synthesize it. The reactants are: [CH3:1][O:2][C:3]1[CH:4]=[C:5]2[O:9][C:8]([C:10]3[N:11]=[C:12]4[N:16]([CH:17]=3)[N:15]=[C:14]([O:18][CH3:19])[S:13]4)=[CH:7][C:6]2=[C:20]([OH:22])[CH:21]=1.O[CH2:24][C:25]1[N:30]=[C:29]([C:31]2([OH:37])[CH2:36][CH2:35][O:34][CH2:33][CH2:32]2)[CH:28]=[CH:27][CH:26]=1.C(P(CCCC)CCCC)CCC.N(C(N1CCCCC1)=O)=NC(N1CCCCC1)=O.